The task is: Predict the reactants needed to synthesize the given product.. This data is from Full USPTO retrosynthesis dataset with 1.9M reactions from patents (1976-2016). (1) Given the product [CH2:26]([O:28][C:29]([C:31]1([C:34]2[CH:39]=[CH:38][C:37]([C:17]3[CH:18]=[CH:19][C:14]([C:13]4[O:12][N:11]=[C:10]([CH3:21])[C:9]=4[NH:8][CH:6]([C:5]4[S:1][C:2]5[CH:25]=[CH:24][CH:23]=[CH:22][C:3]=5[CH:4]=4)[CH3:7])=[CH:15][CH:16]=3)=[CH:36][CH:35]=2)[CH2:32][CH2:33]1)=[O:30])[CH3:27], predict the reactants needed to synthesize it. The reactants are: [S:1]1[C:5]([CH:6]([NH:8][C:9]2[C:10]([CH3:21])=[N:11][O:12][C:13]=2[C:14]2[CH:19]=[CH:18][C:17](Br)=[CH:16][CH:15]=2)[CH3:7])=[CH:4][C:3]2[CH:22]=[CH:23][CH:24]=[CH:25][C:2]1=2.[CH2:26]([O:28][C:29]([C:31]1([C:34]2[CH:39]=[CH:38][C:37](B3OC(C)(C)C(C)(C)O3)=[CH:36][CH:35]=2)[CH2:33][CH2:32]1)=[O:30])[CH3:27]. (2) The reactants are: [N+:1]([C:4]1[CH:18]=[CH:17][C:7]([CH2:8][NH:9][CH2:10][CH2:11][N:12]2[CH2:16][CH2:15][CH2:14][CH2:13]2)=[CH:6][CH:5]=1)([O-])=O.O.NN. Given the product [N:12]1([CH2:11][CH2:10][NH:9][CH2:8][C:7]2[CH:6]=[CH:5][C:4]([NH2:1])=[CH:18][CH:17]=2)[CH2:13][CH2:14][CH2:15][CH2:16]1, predict the reactants needed to synthesize it. (3) Given the product [O:14]1[C:18]2[CH:19]=[CH:20][CH:21]=[CH:22][C:17]=2[CH:16]=[C:15]1[C:23]1[N:27]2[N:28]=[C:29]([NH:10][C:8](=[O:9])[CH:7]([CH:1]3[CH2:6][CH2:5][CH2:4][CH2:3][CH2:2]3)[OH:11])[CH:30]=[CH:31][C:26]2=[N:25][CH:24]=1, predict the reactants needed to synthesize it. The reactants are: [CH:1]1([CH:7]([OH:11])[C:8]([NH2:10])=[O:9])[CH2:6][CH2:5][CH2:4][CH2:3][CH2:2]1.[H-].[Na+].[O:14]1[C:18]2[CH:19]=[CH:20][CH:21]=[CH:22][C:17]=2[CH:16]=[C:15]1[C:23]1[N:27]2[N:28]=[C:29](Cl)[CH:30]=[CH:31][C:26]2=[N:25][CH:24]=1. (4) Given the product [NH2:1][C:4]1[CH:5]=[C:6]([CH:10]=[CH:11][C:12]=1[CH2:13][CH2:14][CH3:15])[C:7]([O:9][CH3:21])=[O:8], predict the reactants needed to synthesize it. The reactants are: [N+:1]([C:4]1[CH:5]=[C:6]([CH:10]=[CH:11][C:12]=1[CH2:13][CH2:14][CH3:15])[C:7]([OH:9])=[O:8])([O-])=O.S(=O)(=O)(O)O.[CH3:21]O. (5) Given the product [C:1]([O:5][C:6]([N:8]([CH2:10][C:11]1[CH:12]=[CH:13][C:14]([C:15]([OH:17])=[O:16])=[CH:19][CH:20]=1)[CH3:9])=[O:7])([CH3:4])([CH3:2])[CH3:3], predict the reactants needed to synthesize it. The reactants are: [C:1]([O:5][C:6]([N:8]([CH2:10][C:11]1[CH:20]=[CH:19][C:14]([C:15]([O:17]C)=[O:16])=[CH:13][CH:12]=1)[CH3:9])=[O:7])([CH3:4])([CH3:3])[CH3:2].[OH-].[Na+]. (6) Given the product [Cl:26][C:20]1[C:19]([CH3:27])=[C:18]([NH:17][C@@H:10]([C:11]2[O:12][C:13]([CH3:16])=[N:14][N:15]=2)[C@@H:9]([OH:8])[CH3:28])[CH:25]=[CH:24][C:21]=1[C:22]#[N:23], predict the reactants needed to synthesize it. The reactants are: [Si]([O:8][C@@H:9]([CH3:28])[C@@H:10]([NH:17][C:18]1[CH:25]=[CH:24][C:21]([C:22]#[N:23])=[C:20]([Cl:26])[C:19]=1[CH3:27])[C:11]1[O:12][C:13]([CH3:16])=[N:14][N:15]=1)(C(C)(C)C)(C)C.CCCC[N+](CCCC)(CCCC)CCCC.[F-]. (7) Given the product [S:1](=[O:30])(=[O:31])([O:3][CH2:4][C@@H:5]1[C@@H:9]([OH:10])[CH2:8][C@H:7]([N:11]2[C:15]3[N:16]=[CH:17][N:18]=[C:19]([CH2:20][CH2:21][C:22]4[CH:27]=[CH:26][CH:25]=[CH:24][CH:23]=4)[C:14]=3[C:13]([CH2:28][CH3:29])=[CH:12]2)[O:6]1)[NH2:2], predict the reactants needed to synthesize it. The reactants are: [S:1](=[O:31])(=[O:30])([O:3][CH2:4][C@@H:5]1[C@@H:9]([OH:10])[CH2:8][C@H:7]([N:11]2[C:15]3[N:16]=[CH:17][N:18]=[C:19]([CH2:20][CH2:21][C:22]4[CH:27]=[CH:26][CH:25]=[CH:24][CH:23]=4)[C:14]=3[C:13]([C:28]#[CH:29])=[CH:12]2)[O:6]1)[NH2:2].O. (8) Given the product [C:1]([O:5][C:6]([N:7]1[C@@H:16]([C@@H:17]([O:43][CH2:44][C:45]2[CH:50]=[CH:49][CH:48]=[CH:47][CH:46]=2)[C@@H:18]([N:28]([CH2:36][C:37]2[CH:38]=[CH:39][CH:40]=[CH:41][CH:42]=2)[CH2:29][C:30]2[CH:35]=[CH:34][CH:33]=[CH:32][CH:31]=2)[CH2:19][C:20]2[CH:21]=[C:22]([F:27])[CH:23]=[C:24]([F:26])[CH:25]=2)[CH2:51][O:52][C@@H:9]([CH2:10][CH2:11][CH:12]([CH3:13])[CH3:14])[CH2:8]1)=[O:53])([CH3:3])([CH3:4])[CH3:2], predict the reactants needed to synthesize it. The reactants are: [C:1]([O:5][C:6](=[O:53])[N:7]([C@H:16]([CH2:51][OH:52])[C@@H:17]([O:43][CH2:44][C:45]1[CH:50]=[CH:49][CH:48]=[CH:47][CH:46]=1)[C@@H:18]([N:28]([CH2:36][C:37]1[CH:42]=[CH:41][CH:40]=[CH:39][CH:38]=1)[CH2:29][C:30]1[CH:35]=[CH:34][CH:33]=[CH:32][CH:31]=1)[CH2:19][C:20]1[CH:25]=[C:24]([F:26])[CH:23]=[C:22]([F:27])[CH:21]=1)[CH2:8][C@@H:9](O)[CH2:10][CH2:11][CH:12]([CH3:14])[CH3:13])([CH3:4])([CH3:3])[CH3:2].C(P(CCCC)CCCC)CCC. (9) Given the product [Cl:19][C:20]1[N:21]=[CH:22][C:23]([NH:1][C:2]2[S:6][N:5]=[C:4]([CH3:7])[C:3]=2[C:8]([NH:10][C:11]2[CH:16]=[CH:15][C:14]([F:17])=[C:13]([F:18])[CH:12]=2)=[O:9])=[N:24][CH:25]=1, predict the reactants needed to synthesize it. The reactants are: [NH2:1][C:2]1[S:6][N:5]=[C:4]([CH3:7])[C:3]=1[C:8]([NH:10][C:11]1[CH:16]=[CH:15][C:14]([F:17])=[C:13]([F:18])[CH:12]=1)=[O:9].[Cl:19][C:20]1[CH:25]=[N:24][C:23](Cl)=[CH:22][N:21]=1.C(=O)([O-])[O-].[Cs+].[Cs+].CC1(C)C2C(=C(P(C3C=CC=CC=3)C3C=CC=CC=3)C=CC=2)OC2C(P(C3C=CC=CC=3)C3C=CC=CC=3)=CC=CC1=2.